From a dataset of Catalyst prediction with 721,799 reactions and 888 catalyst types from USPTO. Predict which catalyst facilitates the given reaction. Reactant: [NH2:1][C:2]1[C:3]([F:33])=[C:4]([C:8]2[N:9]=[C:10]([CH:20]3[CH2:25][CH2:24][N:23]([C:26]([O:28][C:29]([CH3:32])([CH3:31])[CH3:30])=[O:27])[CH2:22][CH2:21]3)[S:11][C:12]=2[C:13]2[CH:18]=[CH:17][N:16]=[C:15]([Cl:19])[N:14]=2)[CH:5]=[CH:6][CH:7]=1.[O:34]1[CH:38]=[CH:37][C:36]([S:39](Cl)(=[O:41])=[O:40])=[CH:35]1. Product: [Cl:19][C:15]1[N:14]=[C:13]([C:12]2[S:11][C:10]([CH:20]3[CH2:25][CH2:24][N:23]([C:26]([O:28][C:29]([CH3:30])([CH3:32])[CH3:31])=[O:27])[CH2:22][CH2:21]3)=[N:9][C:8]=2[C:4]2[CH:5]=[CH:6][CH:7]=[C:2]([NH:1][S:39]([C:36]3[CH:37]=[CH:38][O:34][CH:35]=3)(=[O:41])=[O:40])[C:3]=2[F:33])[CH:18]=[CH:17][N:16]=1. The catalyst class is: 17.